Dataset: Catalyst prediction with 721,799 reactions and 888 catalyst types from USPTO. Task: Predict which catalyst facilitates the given reaction. (1) Reactant: C([O:4][CH2:5][C:6]1[C:7]([N:30]2[CH2:42][CH2:41][N:33]3[C:34]4[CH2:35][CH2:36][CH2:37][CH2:38][C:39]=4[CH:40]=[C:32]3[C:31]2=[O:43])=[N:8][CH:9]=[CH:10][C:11]=1[C:12]1[CH:17]=[C:16]([NH:18][C:19]2[CH:27]=[C:22]3[CH2:23][NH:24][CH2:25][CH2:26][N:21]3[N:20]=2)[C:15](=[O:28])[N:14]([CH3:29])[CH:13]=1)(=O)C.[OH-].[Li+]. Product: [OH:4][CH2:5][C:6]1[C:7]([N:30]2[CH2:42][CH2:41][N:33]3[C:34]4[CH2:35][CH2:36][CH2:37][CH2:38][C:39]=4[CH:40]=[C:32]3[C:31]2=[O:43])=[N:8][CH:9]=[CH:10][C:11]=1[C:12]1[CH:17]=[C:16]([NH:18][C:19]2[CH:27]=[C:22]3[CH2:23][NH:24][CH2:25][CH2:26][N:21]3[N:20]=2)[C:15](=[O:28])[N:14]([CH3:29])[CH:13]=1. The catalyst class is: 854. (2) Reactant: [S:1]1[CH:5]=[CH:4][CH:3]=[C:2]1[C:6]([NH2:8])=[O:7].[Cl:9][CH2:10][C:11](=O)[CH2:12]Cl. Product: [Cl:9][CH2:10][C:11]1[N:8]=[C:6]([C:2]2[S:1][CH:5]=[CH:4][CH:3]=2)[O:7][CH:12]=1. The catalyst class is: 25.